From a dataset of Full USPTO retrosynthesis dataset with 1.9M reactions from patents (1976-2016). Predict the reactants needed to synthesize the given product. (1) Given the product [CH2:30]([O:29][C:27](=[O:28])[NH:8][C:6]1[CH:7]=[C:2]([F:1])[C:3]([N:12]2[CH2:17][CH:16]3[CH:14]([CH2:15]3)[CH2:13]2)=[C:4]([F:11])[CH:5]=1)[C:31]1[CH:36]=[CH:35][CH:34]=[CH:33][CH:32]=1, predict the reactants needed to synthesize it. The reactants are: [F:1][C:2]1[CH:7]=[C:6]([N+:8]([O-])=O)[CH:5]=[C:4]([F:11])[C:3]=1[N:12]1[CH2:17][CH:16]2[CH:14]([CH2:15]2)[CH2:13]1.[Cl-].[NH4+].N1C=CC=CC=1.Cl[C:27]([O:29][CH2:30][C:31]1[CH:36]=[CH:35][CH:34]=[CH:33][CH:32]=1)=[O:28]. (2) The reactants are: O[C:2]1[CH:3]=[N:4][CH:5]=[C:6]([CH:19]=1)[C:7]([NH:9][C@H:10]([C:16]([O-:18])=[O:17])[CH2:11][CH2:12][C:13]([O-:15])=[O:14])=[O:8].[Ca+2]. Given the product [C:7]([NH:9][C@H:10]([C:16]([OH:18])=[O:17])[CH2:11][CH2:12][C:13]([OH:15])=[O:14])(=[O:8])[C:6]1[CH:19]=[CH:2][CH:3]=[N:4][CH:5]=1, predict the reactants needed to synthesize it. (3) Given the product [NH2:29][C:25]1[N:26]=[CH:27][N:28]=[C:23]([NH:1][C@H:2]([C:4]2[N:13]([C:14]3[CH:15]=[CH:16][CH:17]=[CH:18][CH:19]=3)[C:12](=[O:20])[C:11]3[C:6](=[CH:7][CH:8]=[CH:9][C:10]=3[Cl:21])[N:5]=2)[CH3:3])[C:24]=1[C:30]1[O:31][C:32]([CH3:35])=[N:33][N:34]=1, predict the reactants needed to synthesize it. The reactants are: [NH2:1][C@H:2]([C:4]1[N:13]([C:14]2[CH:19]=[CH:18][CH:17]=[CH:16][CH:15]=2)[C:12](=[O:20])[C:11]2[C:6](=[CH:7][CH:8]=[CH:9][C:10]=2[Cl:21])[N:5]=1)[CH3:3].Cl[C:23]1[N:28]=[CH:27][N:26]=[C:25]([NH2:29])[C:24]=1[C:30]1[O:31][C:32]([CH3:35])=[N:33][N:34]=1.CCN(C(C)C)C(C)C. (4) Given the product [CH3:17][O:16][C:9]1[CH:8]=[C:3]2[C:2](=[CH:11][C:10]=1[O:12][CH2:13][C:14]#[CH:15])[N:1]=[CH:18][NH:20][C:4]2=[O:5], predict the reactants needed to synthesize it. The reactants are: [NH2:1][C:2]1[CH:11]=[C:10]([O:12][CH2:13][C:14]#[CH:15])[C:9]([O:16][CH3:17])=[CH:8][C:3]=1[C:4](OC)=[O:5].[CH:18]([NH2:20])=O.C([O-])=O.[NH4+]. (5) Given the product [Cl:7][C:8]1[CH:9]=[CH:10][C:11]([C:14]2[S:18][C:17]([C:19]([N:42]([O:5][CH3:1])[CH3:40])=[O:20])=[C:16]([C:22]3[CH:27]=[CH:26][C:25]([S:28](=[O:31])(=[O:30])[N:29]=[CH:35][N:36]([CH3:38])[CH3:37])=[CH:24][CH:23]=3)[C:15]=2[N:32]([CH3:33])[CH3:34])=[CH:12][CH:13]=1, predict the reactants needed to synthesize it. The reactants are: [C:1](Cl)(=[O:5])C(Cl)=O.[Cl:7][C:8]1[CH:13]=[CH:12][C:11]([C:14]2[S:18][C:17]([C:19](O)=[O:20])=[C:16]([C:22]3[CH:27]=[CH:26][C:25]([S:28](=[O:31])(=[O:30])[NH2:29])=[CH:24][CH:23]=3)[C:15]=2[N:32]([CH3:34])[CH3:33])=[CH:10][CH:9]=1.[CH3:35][N:36]([CH:38]=O)[CH3:37].[CH2:40]([N:42](CC)CC)C. (6) Given the product [CH3:25][N:26]([CH3:31])[CH2:27][CH2:28][CH2:29][NH:30][S:12]([C:3]1[S:4][C:5]2[N:6]=[CH:7][NH:8][C:9](=[O:11])[C:10]=2[C:2]=1[CH3:1])(=[O:14])=[O:13], predict the reactants needed to synthesize it. The reactants are: [CH3:1][C:2]1[C:10]2[C:9](=[O:11])[NH:8][CH:7]=[N:6][C:5]=2[S:4][C:3]=1[S:12](Cl)(=[O:14])=[O:13].CCN(C(C)C)C(C)C.[CH3:25][N:26]([CH3:31])[CH2:27][CH2:28][CH2:29][NH2:30].Cl. (7) The reactants are: [I:1][CH2:2][C:3]1[N:4]=[C:5]([C:14]2[CH:19]=[CH:18][C:17](C)=[CH:16][CH:15]=2)[O:6][C:7]=1[C:8]1C=CC=C[CH:9]=1.C([C:23](=[O:28])C(=NO)C)C.C(=O)C1C=CC=C(OC)C=1. Given the product [I:1][CH2:2][C:3]1[N:4]=[C:5]([C:14]2[CH:19]=[CH:18][CH:17]=[C:16]([O:28][CH3:23])[CH:15]=2)[O:6][C:7]=1[CH2:8][CH3:9], predict the reactants needed to synthesize it. (8) The reactants are: Br[C:2]1[CH:3]=[C:4]2[C:9](=[CH:10][CH:11]=1)[N:8]=[C:7]([C:12]([O:14][CH2:15][CH3:16])=[O:13])[N:6]=[C:5]2[CH3:17].[Cl:18][C:19]1[CH:24]=[CH:23][CH:22]=[C:21]([Cl:25])[C:20]=1[C:26]1[C:30]([CH2:31][O:32][C:33]2[CH:38]=[CH:37][C:36](B3OC(C)(C)C(C)(C)O3)=[CH:35][CH:34]=2)=[C:29]([CH:48]([CH3:50])[CH3:49])[O:28][N:27]=1.C1(P(C2C=CC=CC=2)C2C=CC=CC=2)C=CC=CC=1.P([O-])([O-])([O-])=O.[K+].[K+].[K+]. Given the product [Cl:25][C:21]1[CH:22]=[CH:23][CH:24]=[C:19]([Cl:18])[C:20]=1[C:26]1[C:30]([CH2:31][O:32][C:33]2[CH:34]=[CH:35][C:36]([C:2]3[CH:3]=[C:4]4[C:9](=[CH:10][CH:11]=3)[N:8]=[C:7]([C:12]([O:14][CH2:15][CH3:16])=[O:13])[N:6]=[C:5]4[CH3:17])=[CH:37][CH:38]=2)=[C:29]([CH:48]([CH3:50])[CH3:49])[O:28][N:27]=1, predict the reactants needed to synthesize it.